The task is: Predict the product of the given reaction.. This data is from Forward reaction prediction with 1.9M reactions from USPTO patents (1976-2016). (1) Given the reactants Br[C:2]1[C:15]2[C:6](=[N:7][C:8]3[C:13]([C:14]=2[S:16][C:17]2[CH:26]=[CH:25][C:20]([C:21]([O:23][CH3:24])=[O:22])=[CH:19][CH:18]=2)=[CH:12][CH:11]=[CH:10][CH:9]=3)[CH:5]=[CH:4][CH:3]=1.C1CCN2C(=NCCC2)CC1, predict the reaction product. The product is: [CH:26]1[C:17]2[S:16][C:14]3[C:15]4[C:6]([N:7]=[C:8]5[C:13]=3[CH:12]=[CH:11][CH:10]=[CH:9]5)=[CH:5][CH:4]=[CH:3][C:2]=4[C:18]=2[CH:19]=[C:20]([C:21]([O:23][CH3:24])=[O:22])[CH:25]=1. (2) Given the reactants C([O:3][C:4](=[O:24])[CH2:5][CH2:6][CH2:7][N:8]1[CH2:13][CH2:12][N:11]([C:14]2[CH:19]=[CH:18][C:17]([C:20]([F:23])([F:22])[F:21])=[CH:16][CH:15]=2)[CH2:10][CH2:9]1)C.[OH-].[Li+:26], predict the reaction product. The product is: [Li+:26].[F:23][C:20]([F:21])([F:22])[C:17]1[CH:18]=[CH:19][C:14]([N:11]2[CH2:12][CH2:13][N:8]([CH2:7][CH2:6][CH2:5][C:4]([O-:24])=[O:3])[CH2:9][CH2:10]2)=[CH:15][CH:16]=1. (3) Given the reactants I[C:2]1[C:10]2[C:5](=[N:6][CH:7]=[CH:8][CH:9]=2)[N:4]([Si:11]([CH:18]([CH3:20])[CH3:19])([CH:15]([CH3:17])[CH3:16])[CH:12]([CH3:14])[CH3:13])[CH:3]=1.C([Mg]Cl)(C)C.C(OC(=O)[N:32]([C:44]1[CH:49]=[CH:48][C:47]([C:50](=[O:52])[CH3:51])=[CH:46][N:45]=1)[CH2:33][C:34]1[CH:39]=[CH:38][C:37]([C:40]([F:43])([F:42])[F:41])=[CH:36][CH:35]=1)(C)(C)C, predict the reaction product. The product is: [F:43][C:40]([F:41])([F:42])[C:37]1[CH:38]=[CH:39][C:34]([CH2:33][NH:32][C:44]2[N:45]=[CH:46][C:47]([C:50]([C:2]3[C:10]4[C:5](=[N:6][CH:7]=[CH:8][CH:9]=4)[N:4]([Si:11]([CH:18]([CH3:20])[CH3:19])([CH:15]([CH3:17])[CH3:16])[CH:12]([CH3:14])[CH3:13])[CH:3]=3)([OH:52])[CH3:51])=[CH:48][CH:49]=2)=[CH:35][CH:36]=1. (4) Given the reactants [C-:1]#[N:2].[Na+].CS(O[CH2:9][C@@H:10]([NH:12][C:13]([O:15][C:16]([CH3:19])([CH3:18])[CH3:17])=[O:14])[CH3:11])(=O)=O.O, predict the reaction product. The product is: [C:1]([CH2:9][C@@H:10]([NH:12][C:13](=[O:14])[O:15][C:16]([CH3:19])([CH3:18])[CH3:17])[CH3:11])#[N:2]. (5) The product is: [OH:39][C:38]1[N:48]([C:45]2[CH:46]=[CH:47][C:42]([O:41][CH3:40])=[C:43]([N:49]([CH3:53])[CH2:50][CH2:51][CH3:52])[CH:44]=2)[C:11]([C:10]2[CH:14]=[C:15]([CH:26]([CH3:27])[CH3:28])[C:16]([OH:18])=[CH:17][C:9]=2[OH:8])=[N:56][N:36]=1. Given the reactants C([O:8][C:9]1[CH:17]=[C:16]([O:18]CC2C=CC=CC=2)[C:15]([CH:26]([CH3:28])[CH3:27])=[CH:14][C:10]=1[C:11](O)=O)C1C=CC=CC=1.C(Cl)(=O)C(Cl)=O.C[N:36]([CH:38]=[O:39])C.[CH3:40][O:41][C:42]1[CH:47]=[CH:46][C:45]([NH2:48])=[CH:44][C:43]=1[N:49]([CH3:53])[CH2:50][CH2:51][CH3:52].C([N:56](CC)CC)C, predict the reaction product.